The task is: Predict the reaction yield, written as a fraction of the theoretical maximum amount of product (1.0 means a 100% yield; for example, 0.34 means a 34% yield).. This data is from Reaction yield outcomes from USPTO patents with 853,638 reactions. (1) The reactants are [F:1][C:2]1[CH:3]=[C:4]2[C:9](=[C:10]([NH2:12])[CH:11]=1)[N:8]=[CH:7][CH:6]=[CH:5]2.[C:13]([C:15]1[N:20]=[CH:19][C:18]([S:21](Cl)(=[O:23])=[O:22])=[CH:17][CH:16]=1)#[N:14].N1C=CC=CC=1. The catalyst is CN(C1C=CN=CC=1)C.C(Cl)Cl. The product is [F:1][C:2]1[CH:3]=[C:4]2[C:9](=[C:10]([NH:12][S:21]([C:18]3[CH:19]=[N:20][C:15]([C:13]#[N:14])=[CH:16][CH:17]=3)(=[O:22])=[O:23])[CH:11]=1)[N:8]=[CH:7][CH:6]=[CH:5]2. The yield is 0.260. (2) The reactants are [C:1]([O:5][C:6]([N:8]1[CH2:13][CH2:12][CH:11]([C:14]2[CH:19]=[C:18]([CH3:20])[C:17]([C:21](O)=[O:22])=[CH:16][C:15]=2[S:24]([CH3:27])(=[O:26])=[O:25])[CH2:10][CH2:9]1)=[O:7])([CH3:4])([CH3:3])[CH3:2].[I-].ClC1C=CC=C[N+]=1C.[C:37]([NH:47][C:48]([NH2:50])=[NH:49])([O:39][CH2:40][C:41]1[CH:46]=[CH:45][CH:44]=[CH:43][CH:42]=1)=[O:38].C(N(CC)C(C)C)(C)C. No catalyst specified. The product is [C:1]([O:5][C:6]([N:8]1[CH2:13][CH2:12][CH:11]([C:14]2[CH:19]=[C:18]([CH3:20])[C:17]([C:21]([N:47]([C:37]([O:39][CH2:40][C:41]3[CH:46]=[CH:45][CH:44]=[CH:43][CH:42]=3)=[O:38])[C:48]([NH2:50])=[NH:49])=[O:22])=[CH:16][C:15]=2[S:24]([CH3:27])(=[O:26])=[O:25])[CH2:10][CH2:9]1)=[O:7])([CH3:3])([CH3:4])[CH3:2]. The yield is 0.810.